Dataset: Full USPTO retrosynthesis dataset with 1.9M reactions from patents (1976-2016). Task: Predict the reactants needed to synthesize the given product. (1) Given the product [CH2:1]([O:8][C:9]1[CH:14]=[CH:13][N:12]([C:27]2[CH:28]=[CH:29][C:24]([O:23][Si:16]([C:19]([CH3:22])([CH3:21])[CH3:20])([CH3:17])[CH3:18])=[CH:25][CH:26]=2)[C:11](=[O:15])[CH:10]=1)[C:2]1[CH:3]=[CH:4][CH:5]=[CH:6][CH:7]=1, predict the reactants needed to synthesize it. The reactants are: [CH2:1]([O:8][C:9]1[CH:14]=[CH:13][NH:12][C:11](=[O:15])[CH:10]=1)[C:2]1[CH:7]=[CH:6][CH:5]=[CH:4][CH:3]=1.[Si:16]([O:23][C:24]1[CH:29]=[CH:28][C:27](OB(O)O)=[CH:26][CH:25]=1)([C:19]([CH3:22])([CH3:21])[CH3:20])([CH3:18])[CH3:17].N1C=CC=CC=1.ClCCl. (2) Given the product [O:14]([CH2:13][C:11]1[NH:10][N:9]=[C:8]([C:6]([OH:7])=[O:5])[CH:12]=1)[C:15]1[CH:20]=[CH:19][CH:18]=[CH:17][CH:16]=1, predict the reactants needed to synthesize it. The reactants are: [OH-].[Na+].C([O:5][C:6]([C:8]1[CH:12]=[C:11]([CH2:13][O:14][C:15]2[CH:20]=[CH:19][CH:18]=[CH:17][CH:16]=2)[NH:10][N:9]=1)=[O:7])C. (3) Given the product [CH3:1][O:2][C:3]([C:5]1[S:6][C:7]([N+:11]([O-:13])=[O:12])=[C:8]([S:20][C:19]2[CH:18]=[CH:17][O:16][C:15]=2[CH3:14])[CH:9]=1)=[O:4], predict the reactants needed to synthesize it. The reactants are: [CH3:1][O:2][C:3]([C:5]1[S:6][C:7]([N+:11]([O-:13])=[O:12])=[C:8](Br)[CH:9]=1)=[O:4].[CH3:14][C:15]1[O:16][CH:17]=[CH:18][C:19]=1[SH:20]. (4) Given the product [Cl:33][C:32]1[CH:31]=[CH:30][CH:29]=[C:28]([Cl:34])[C:27]=1[C:25]([NH:24][C:21]1[CH:22]=[CH:23][C:18]([CH2:17][C@@H:4]([C:3]([OH:35])=[O:2])[NH:5][C:6]([C:8]2([CH2:13][CH2:14][O:15][CH3:16])[CH2:12][CH2:11][CH2:10][CH2:9]2)=[O:7])=[CH:19][CH:20]=1)=[O:26], predict the reactants needed to synthesize it. The reactants are: C[O:2][C:3](=[O:35])[C@H:4]([CH2:17][C:18]1[CH:23]=[CH:22][C:21]([NH:24][C:25]([C:27]2[C:32]([Cl:33])=[CH:31][CH:30]=[CH:29][C:28]=2[Cl:34])=[O:26])=[CH:20][CH:19]=1)[NH:5][C:6]([C:8]1([CH2:13][CH2:14][O:15][CH3:16])[CH2:12][CH2:11][CH2:10][CH2:9]1)=[O:7].[OH-].[Na+]. (5) Given the product [C:3]1([CH2:2][N:9]2[CH2:14][CH:13]=[C:12]([C:16]3[CH:21]=[CH:20][C:19]([NH2:23])=[CH:18][CH:17]=3)[CH2:11][CH2:10]2)[CH:8]=[CH:7][CH:6]=[CH:5][CH:4]=1, predict the reactants needed to synthesize it. The reactants are: Cl.[CH2:2]([N:9]1[CH2:14][CH2:13][C:12]([C:16]2[CH:21]=[CH:20][C:19](Br)=[CH:18][CH:17]=2)(O)[CH2:11][CH2:10]1)[C:3]1[CH:8]=[CH:7][CH:6]=[CH:5][CH:4]=1.[NH4+:23].[OH-]. (6) Given the product [O:46]1[C:42]2[CH:41]=[CH:40][C:39]([C:35]3([CH3:38])[NH:34][C:33](=[O:48])[N:32]([CH2:31][C:30]([N:27]4[CH2:26][CH2:25][N:24]([C:21]5[CH:22]=[N:23][C:18]([C:9]([OH:8])([C:14]([F:15])([F:16])[F:17])[C:10]([F:11])([F:12])[F:13])=[CH:19][C:20]=5[CH2:50][CH2:51][CH3:52])[CH2:29][CH2:28]4)=[O:49])[C:36]3=[O:37])=[CH:47][C:43]=2[CH2:44][CH2:45]1, predict the reactants needed to synthesize it. The reactants are: C([O:8][C:9]([C:18]1[N:23]=[CH:22][C:21]([N:24]2[CH2:29][CH2:28][N:27]([C:30](=[O:49])[CH2:31][N:32]3[C:36](=[O:37])[C:35]([C:39]4[CH:40]=[CH:41][C:42]5[O:46][CH2:45][CH2:44][C:43]=5[CH:47]=4)([CH3:38])[NH:34][C:33]3=[O:48])[CH2:26][CH2:25]2)=[C:20]([CH2:50][CH2:51][CH3:52])[CH:19]=1)([C:14]([F:17])([F:16])[F:15])[C:10]([F:13])([F:12])[F:11])C1C=CC=CC=1. (7) The reactants are: [CH3:1][CH:2]([CH:4]([OH:16])[CH:5]([C:7]1[CH:12]=[CH:11][CH:10]=[CH:9][C:8]=1[N+:13]([O-])=O)[CH3:6])[CH3:3]. Given the product [CH3:3][CH:2]([CH:4]([OH:16])[CH:5]([C:7]1[CH:12]=[CH:11][CH:10]=[CH:9][C:8]=1[NH2:13])[CH3:6])[CH3:1], predict the reactants needed to synthesize it. (8) Given the product [Cl:11][C:12]1[CH:17]=[CH:16][N:15]=[C:14]([C:18]([CH:20]2[CH2:22][CH2:21]2)=[O:19])[C:13]=1[O:23][CH3:24], predict the reactants needed to synthesize it. The reactants are: C(Cl)(=O)C(Cl)=O.CS(C)=O.[Cl:11][C:12]1[CH:17]=[CH:16][N:15]=[C:14]([CH:18]([CH:20]2[CH2:22][CH2:21]2)[OH:19])[C:13]=1[O:23][CH3:24].C(N(CC)CC)C. (9) Given the product [C:9]([O:17][C:18]1[CH:23]=[CH:22][CH:21]=[C:20](/[CH:24]=[CH:25]/[C:2]2[CH:3]=[N:4][C:5]([NH2:8])=[N:6][CH:7]=2)[CH:19]=1)(=[O:16])[C:10]1[CH:11]=[CH:12][CH:13]=[CH:14][CH:15]=1, predict the reactants needed to synthesize it. The reactants are: Br[C:2]1[CH:3]=[N:4][C:5]([NH2:8])=[N:6][CH:7]=1.[C:9]([O:17][C:18]1[CH:23]=[CH:22][CH:21]=[C:20]([CH:24]=[CH2:25])[CH:19]=1)(=[O:16])[C:10]1[CH:15]=[CH:14][CH:13]=[CH:12][CH:11]=1.C1C=CC(P(C2C=CC=CC=2)C2C=CC=CC=2)=CC=1.C([O-])(O)=O.[Na+].